From a dataset of Reaction yield outcomes from USPTO patents with 853,638 reactions. Predict the reaction yield, written as a fraction of the theoretical maximum amount of product (1.0 means a 100% yield; for example, 0.34 means a 34% yield). The reactants are Br[C:2]1[N:7]=[CH:6][C:5]2[CH:8]=[C:9]([C:18]3[CH:19]=[N:20][N:21]([C:23]([O:25][C:26]([CH3:29])([CH3:28])[CH3:27])=[O:24])[CH:22]=3)[N:10]([C:11]([O:13][C:14]([CH3:17])([CH3:16])[CH3:15])=[O:12])[C:4]=2[CH:3]=1.[CH3:30][O:31][C:32]1[CH:38]=[CH:37][C:35]([NH2:36])=[CH:34][CH:33]=1.C(=O)([O-])[O-].[Cs+].[Cs+].CC1(C)C2C(=C(P(C3C=CC=CC=3)C3C=CC=CC=3)C=CC=2)OC2C(P(C3C=CC=CC=3)C3C=CC=CC=3)=CC=CC1=2. The catalyst is C(Cl)(Cl)Cl.O1CCOCC1. The product is [C:26]([O:25][C:23]([N:21]1[CH:22]=[C:18]([C:9]2[N:10]([C:11]([O:13][C:14]([CH3:16])([CH3:15])[CH3:17])=[O:12])[C:4]3[CH:3]=[C:2]([NH:36][C:35]4[CH:37]=[CH:38][C:32]([O:31][CH3:30])=[CH:33][CH:34]=4)[N:7]=[CH:6][C:5]=3[CH:8]=2)[CH:19]=[N:20]1)=[O:24])([CH3:27])([CH3:29])[CH3:28]. The yield is 0.680.